Dataset: Forward reaction prediction with 1.9M reactions from USPTO patents (1976-2016). Task: Predict the product of the given reaction. (1) Given the reactants NC1C=CC(OC2N=CN=C(N)C=2)=C(F)C=1.FC1C=CC(CC(N=C=O)=O)=CC=1.COC1C=CC(C[NH:37][C:38]2[N:43]=[CH:42][N:41]=[C:40]([O:44][C:45]3[CH:50]=[CH:49][C:48]([NH:51][C:52]([NH:54][C:55](=[O:64])[CH2:56][C:57]4[CH:62]=[CH:61][C:60]([F:63])=[CH:59][CH:58]=4)=[O:53])=[CH:47][C:46]=3[F:65])[CH:39]=2)=CC=1, predict the reaction product. The product is: [NH2:37][C:38]1[N:43]=[CH:42][N:41]=[C:40]([O:44][C:45]2[CH:50]=[CH:49][C:48]([NH:51][C:52]([NH:54][C:55](=[O:64])[CH2:56][C:57]3[CH:62]=[CH:61][C:60]([F:63])=[CH:59][CH:58]=3)=[O:53])=[CH:47][C:46]=2[F:65])[CH:39]=1. (2) Given the reactants S(O)(O)(=O)=O.[NH2:6][C:7](=[NH:14])[NH:8][CH2:9][CH2:10][CH2:11][CH2:12][NH2:13].[OH-].[Ba+2].[OH-].NC(=N)[NH:20][CH2:21][CH2:22][CH2:23]CN.C(NC(C)C)(C)C.C(Cl)(=[O:37])C=C, predict the reaction product. The product is: [C:21]([NH:20][NH:13][CH2:12][CH2:11][CH2:10][CH2:9][NH:8][C:7](=[NH:6])[NH2:14])(=[O:37])[CH:22]=[CH2:23].